This data is from Forward reaction prediction with 1.9M reactions from USPTO patents (1976-2016). The task is: Predict the product of the given reaction. The product is: [CH:16]1([CH2:21][O:6][S:3]([C:2]([F:15])([F:14])[F:1])(=[O:5])=[O:4])[CH2:20][CH2:19][CH2:18][CH2:17]1. Given the reactants [F:1][C:2]([F:15])([F:14])[S:3]([O:6]S(C(F)(F)F)(=O)=O)(=[O:5])=[O:4].[CH:16]1([CH2:21]O)[CH2:20][CH2:19][CH2:18][CH2:17]1.N1C=CC=CC=1, predict the reaction product.